From a dataset of Full USPTO retrosynthesis dataset with 1.9M reactions from patents (1976-2016). Predict the reactants needed to synthesize the given product. (1) Given the product [CH2:1]([O:8][C:9]([N:11]1[CH2:14][CH2:13][C@H:12]1[CH2:15][O:16][C:17]1[CH:18]=[N:19][CH:20]=[C:21]([Sn:25]([CH3:31])([CH3:30])[CH3:24])[CH:22]=1)=[O:10])[C:2]1[CH:7]=[CH:6][CH:5]=[CH:4][CH:3]=1, predict the reactants needed to synthesize it. The reactants are: [CH2:1]([O:8][C:9]([N:11]1[CH2:14][CH2:13][C@H:12]1[CH2:15][O:16][C:17]1[CH:18]=[N:19][CH:20]=[C:21](Br)[CH:22]=1)=[O:10])[C:2]1[CH:7]=[CH:6][CH:5]=[CH:4][CH:3]=1.[CH3:24][Sn:25]([CH3:31])([CH3:30])[Sn:25]([CH3:31])([CH3:30])[CH3:24]. (2) Given the product [Cl:1][C:2]1[CH:3]=[CH:4][C:5]([CH:8]2[C:9]3[C:10](=[N:11][N:12]([CH2:14][C:15]4[CH:16]=[CH:17][C:18]([O:21][CH3:22])=[CH:19][CH:20]=4)[CH:13]=3)[C:23](=[O:25])[N:26]2[C:27]2[CH:32]=[C:31]([CH3:33])[C:30](=[O:34])[N:29]([CH3:35])[CH:28]=2)=[CH:6][CH:7]=1, predict the reactants needed to synthesize it. The reactants are: [Cl:1][C:2]1[CH:7]=[CH:6][C:5]([CH:8]([NH:26][C:27]2[CH:32]=[C:31]([CH3:33])[C:30](=[O:34])[N:29]([CH3:35])[CH:28]=2)[C:9]2[C:10]([C:23]([OH:25])=O)=[N:11][N:12]([CH2:14][C:15]3[CH:20]=[CH:19][C:18]([O:21][CH3:22])=[CH:17][CH:16]=3)[CH:13]=2)=[CH:4][CH:3]=1. (3) The reactants are: Cl[C:2]1[CH:7]=[C:6]([N:8]2[CH2:13][CH2:12][N:11]([C:14]([O:16][C:17]([CH3:20])([CH3:19])[CH3:18])=[O:15])[CH2:10][CH2:9]2)[CH:5]=[CH:4][N:3]=1.[C:21]1(B(O)O)[CH:26]=[CH:25][CH:24]=[CH:23][CH:22]=1.P([O-])([O-])([O-])=O.[K+].[K+].[K+]. Given the product [C:21]1([C:2]2[CH:7]=[C:6]([N:8]3[CH2:13][CH2:12][N:11]([C:14]([O:16][C:17]([CH3:20])([CH3:19])[CH3:18])=[O:15])[CH2:10][CH2:9]3)[CH:5]=[CH:4][N:3]=2)[CH:26]=[CH:25][CH:24]=[CH:23][CH:22]=1, predict the reactants needed to synthesize it. (4) Given the product [O:1]1[C:10]2[C:5](=[N:6][CH:7]=[CH:8][CH:9]=2)[CH:4]([N:11]([CH3:23])[CH2:12][C:13]([OH:15])=[O:14])[CH2:3][CH2:2]1, predict the reactants needed to synthesize it. The reactants are: [O:1]1[C:10]2[C:5](=[N:6][CH:7]=[CH:8][CH:9]=2)[CH:4]([N:11]([CH3:23])[CH2:12][C:13]([O:15]CC2C=CC=CC=2)=[O:14])[CH2:3][CH2:2]1.[H][H].